Dataset: Full USPTO retrosynthesis dataset with 1.9M reactions from patents (1976-2016). Task: Predict the reactants needed to synthesize the given product. (1) The reactants are: [Br:1][C:2]1[N:7]=[CH:6][C:5]2[C:8]([CH:11]=[O:12])=[CH:9][NH:10][C:4]=2[CH:3]=1.[H-].[Na+].[F:15][C:16]1[CH:17]=[C:18]([S:22](Cl)(=[O:24])=[O:23])[CH:19]=[CH:20][CH:21]=1. Given the product [Br:1][C:2]1[N:7]=[CH:6][C:5]2[C:8]([CH:11]=[O:12])=[CH:9][N:10]([S:22]([C:18]3[CH:19]=[CH:20][CH:21]=[C:16]([F:15])[CH:17]=3)(=[O:24])=[O:23])[C:4]=2[CH:3]=1, predict the reactants needed to synthesize it. (2) Given the product [CH:1]12[O:8][CH:5]([CH2:6][CH2:7]1)[CH2:4][CH:3]([O:9][C:10]1[CH:19]=[C:18]3[C:13]([C:14]([NH:20][C:21]4[CH:26]=[CH:25][C:24]([F:27])=[C:23]([Cl:28])[CH:22]=4)=[N:15][CH:16]=[N:17]3)=[CH:12][C:11]=1[NH:29][C:30](=[O:35])/[CH:31]=[CH:32]/[CH2:33][N:36]1[CH2:41][CH2:40][CH2:39][CH2:38][CH2:37]1)[CH2:2]2, predict the reactants needed to synthesize it. The reactants are: [CH:1]12[O:8][CH:5]([CH2:6][CH2:7]1)[CH2:4][CH:3]([O:9][C:10]1[CH:19]=[C:18]3[C:13]([C:14]([NH:20][C:21]4[CH:26]=[CH:25][C:24]([F:27])=[C:23]([Cl:28])[CH:22]=4)=[N:15][CH:16]=[N:17]3)=[CH:12][C:11]=1[NH:29][C:30](=[O:35])/[CH:31]=[CH:32]/[CH2:33]Br)[CH2:2]2.[NH:36]1[CH2:41][CH2:40][CH2:39][CH2:38][CH2:37]1.C(=O)([O-])[O-].[Cs+].[Cs+].O. (3) The reactants are: [Br:1][CH2:2][CH2:3][CH2:4][CH2:5][CH2:6][CH2:7][OH:8].[O:9]1[CH:14]=[CH:13][CH2:12][CH2:11][CH2:10]1. Given the product [Br:1][CH2:2][CH2:3][CH2:4][CH2:5][CH2:6][CH2:7][O:8][CH:10]1[CH2:11][CH2:12][CH2:13][CH2:14][O:9]1, predict the reactants needed to synthesize it. (4) The reactants are: [CH3:1][C:2]1[CH:3]=[C:4]2[C:8](=[CH:9][CH:10]=1)[NH:7][C:6](=[O:11])[C:5]2=O.[CH2:13]([SH:16])[CH2:14][SH:15].B(F)(F)F.CCOCC. Given the product [CH3:1][C:2]1[CH:3]=[C:4]2[C:8](=[CH:9][CH:10]=1)[NH:7][C:6](=[O:11])[C:5]12[S:16][CH2:13][CH2:14][S:15]1, predict the reactants needed to synthesize it. (5) Given the product [CH3:2][O:3][C:4](=[O:17])[C@@H:5]([N:6]1[CH2:32][CH2:33][C@H:28]([NH:29][C:36]([O:38][CH2:39][CH:40]2[C:52]3[CH:51]=[CH:50][CH:49]=[CH:48][C:47]=3[C:46]3[C:41]2=[CH:42][CH:43]=[CH:44][CH:45]=3)=[O:37])[C:26]1=[O:25])[CH2:7][C:8]1[C:16]2[C:11](=[CH:12][CH:13]=[CH:14][CH:15]=2)[NH:10][CH:9]=1, predict the reactants needed to synthesize it. The reactants are: Cl.[CH3:2][O:3][C:4](=[O:17])[C@H:5]([CH2:7][C:8]1[C:16]2[C:11](=[CH:12][CH:13]=[CH:14][CH:15]=2)[NH:10][CH:9]=1)[NH2:6].C([O:25][C:26]([C@@H:28]1[CH2:33][CH2:32]OS(=O)(=O)[N:29]1[C:36]([O:38][CH2:39][CH:40]1[C:52]2[CH:51]=[CH:50][CH:49]=[CH:48][C:47]=2[C:46]2[C:41]1=[CH:42][CH:43]=[CH:44][CH:45]=2)=[O:37])=O)C1C=CC=CC=1.P(O)(O)([O-])=O.[K+].